From a dataset of NCI-60 drug combinations with 297,098 pairs across 59 cell lines. Regression. Given two drug SMILES strings and cell line genomic features, predict the synergy score measuring deviation from expected non-interaction effect. (1) Drug 1: CC1=C2C(C(=O)C3(C(CC4C(C3C(C(C2(C)C)(CC1OC(=O)C(C(C5=CC=CC=C5)NC(=O)OC(C)(C)C)O)O)OC(=O)C6=CC=CC=C6)(CO4)OC(=O)C)OC)C)OC. Drug 2: C1=NC2=C(N=C(N=C2N1C3C(C(C(O3)CO)O)O)F)N. Cell line: NCI/ADR-RES. Synergy scores: CSS=16.7, Synergy_ZIP=-11.9, Synergy_Bliss=-9.30, Synergy_Loewe=-10.4, Synergy_HSA=-8.30. (2) Drug 1: CC1=CC=C(C=C1)C2=CC(=NN2C3=CC=C(C=C3)S(=O)(=O)N)C(F)(F)F. Drug 2: CC1=C(N=C(N=C1N)C(CC(=O)N)NCC(C(=O)N)N)C(=O)NC(C(C2=CN=CN2)OC3C(C(C(C(O3)CO)O)O)OC4C(C(C(C(O4)CO)O)OC(=O)N)O)C(=O)NC(C)C(C(C)C(=O)NC(C(C)O)C(=O)NCCC5=NC(=CS5)C6=NC(=CS6)C(=O)NCCC[S+](C)C)O. Cell line: OVCAR3. Synergy scores: CSS=10.4, Synergy_ZIP=-5.02, Synergy_Bliss=-2.32, Synergy_Loewe=-13.4, Synergy_HSA=-3.13. (3) Drug 1: CC1=C(C(=O)C2=C(C1=O)N3CC4C(C3(C2COC(=O)N)OC)N4)N. Drug 2: COC1=C2C(=CC3=C1OC=C3)C=CC(=O)O2. Cell line: K-562. Synergy scores: CSS=12.0, Synergy_ZIP=11.9, Synergy_Bliss=12.8, Synergy_Loewe=-23.9, Synergy_HSA=-5.72.